This data is from Rat liver microsome stability data. The task is: Regression/Classification. Given a drug SMILES string, predict its absorption, distribution, metabolism, or excretion properties. Task type varies by dataset: regression for continuous measurements (e.g., permeability, clearance, half-life) or binary classification for categorical outcomes (e.g., BBB penetration, CYP inhibition). Dataset: rlm. (1) The drug is COc1ccc(-c2ccc(Nc3nc(-c4ccncc4)nc4ccccc34)cc2F)cc1F. The result is 1 (stable in rat liver microsomes). (2) The molecule is CC(=O)n1cc(Nc2ccc(I)cc2F)c(C(=O)O)c1. The result is 1 (stable in rat liver microsomes). (3) The compound is CCOC(=O)c1ccc(-n2c(C)cc(-c3nnc4n3CCCCC4)c2C)cc1. The result is 1 (stable in rat liver microsomes). (4) The molecule is Cc1ccccc1CN1C(=O)C2=C(CCN(Cc3ccccc3)C2)N2CCN=C12. The result is 1 (stable in rat liver microsomes). (5) The compound is CC(C)(C)NC(=O)c1nn(-c2ccc(F)cc2F)c2c1C[C@H]1C[C@@H]21. The result is 0 (unstable in rat liver microsomes). (6) The result is 1 (stable in rat liver microsomes). The drug is O=S(=O)(NCCN1CCOCC1)c1ccc(NC2CCCCC2)c(NCc2ccccc2)c1. (7) The compound is O=C(N[C@H](Cc1c[nH]c2ccccc12)C(=O)Nc1ccncc1)c1ccc(N2CCN(c3ccc(F)cc3F)CC2)cc1F. The result is 1 (stable in rat liver microsomes). (8) The molecule is CN(C)CCN(C)C(=O)c1ccc(NC(=O)Nc2ccc(-c3nc(N4CCOCC4)c4ccn(CC(F)(F)F)c4n3)cc2)cc1. The result is 1 (stable in rat liver microsomes).